This data is from CYP2D6 inhibition data for predicting drug metabolism from PubChem BioAssay. The task is: Regression/Classification. Given a drug SMILES string, predict its absorption, distribution, metabolism, or excretion properties. Task type varies by dataset: regression for continuous measurements (e.g., permeability, clearance, half-life) or binary classification for categorical outcomes (e.g., BBB penetration, CYP inhibition). Dataset: cyp2d6_veith. (1) The compound is COc1ccccc1N1CCN(CCCCNS(=O)(=O)c2cccc3c(N(C)C)cccc23)CC1. The result is 1 (inhibitor). (2) The molecule is CC1Cc2ccccc2N1C(=O)C1CCCCN1S(=O)(=O)c1ccccc1. The result is 0 (non-inhibitor). (3) The molecule is CCOC(=O)C1=C(C)N=C2c3ccccc3C(=O)C2C1c1ccc(C)cc1. The result is 0 (non-inhibitor). (4) The drug is Cc1cc(=O)[nH]c(/N=C(\N)Nc2ccc(Cl)cc2)n1. The result is 0 (non-inhibitor).